From a dataset of NCI-60 drug combinations with 297,098 pairs across 59 cell lines. Regression. Given two drug SMILES strings and cell line genomic features, predict the synergy score measuring deviation from expected non-interaction effect. (1) Drug 1: C(=O)(N)NO. Drug 2: N.N.Cl[Pt+2]Cl. Cell line: OVCAR-8. Synergy scores: CSS=17.7, Synergy_ZIP=-9.29, Synergy_Bliss=-1.77, Synergy_Loewe=-14.6, Synergy_HSA=-1.08. (2) Drug 1: CN(C)N=NC1=C(NC=N1)C(=O)N. Drug 2: CCCCCOC(=O)NC1=NC(=O)N(C=C1F)C2C(C(C(O2)C)O)O. Cell line: NCI/ADR-RES. Synergy scores: CSS=1.82, Synergy_ZIP=0.181, Synergy_Bliss=-0.731, Synergy_Loewe=-2.30, Synergy_HSA=-1.77. (3) Drug 1: CCCS(=O)(=O)NC1=C(C(=C(C=C1)F)C(=O)C2=CNC3=C2C=C(C=N3)C4=CC=C(C=C4)Cl)F. Drug 2: CCC1(CC2CC(C3=C(CCN(C2)C1)C4=CC=CC=C4N3)(C5=C(C=C6C(=C5)C78CCN9C7C(C=CC9)(C(C(C8N6C=O)(C(=O)OC)O)OC(=O)C)CC)OC)C(=O)OC)O.OS(=O)(=O)O. Cell line: BT-549. Synergy scores: CSS=41.3, Synergy_ZIP=7.07, Synergy_Bliss=5.83, Synergy_Loewe=-40.6, Synergy_HSA=3.85. (4) Drug 1: CC(C1=C(C=CC(=C1Cl)F)Cl)OC2=C(N=CC(=C2)C3=CN(N=C3)C4CCNCC4)N. Drug 2: CC12CCC3C(C1CCC2=O)CC(=C)C4=CC(=O)C=CC34C. Cell line: SK-MEL-2. Synergy scores: CSS=18.9, Synergy_ZIP=-1.12, Synergy_Bliss=-0.0419, Synergy_Loewe=-3.21, Synergy_HSA=-1.63. (5) Drug 1: COC1=C2C(=CC3=C1OC=C3)C=CC(=O)O2. Drug 2: CC1CCCC2(C(O2)CC(NC(=O)CC(C(C(=O)C(C1O)C)(C)C)O)C(=CC3=CSC(=N3)C)C)C. Cell line: SN12C. Synergy scores: CSS=35.9, Synergy_ZIP=0.706, Synergy_Bliss=-1.70, Synergy_Loewe=-26.0, Synergy_HSA=-3.22. (6) Drug 1: CN(C)C1=NC(=NC(=N1)N(C)C)N(C)C. Drug 2: CC1=C(N=C(N=C1N)C(CC(=O)N)NCC(C(=O)N)N)C(=O)NC(C(C2=CN=CN2)OC3C(C(C(C(O3)CO)O)O)OC4C(C(C(C(O4)CO)O)OC(=O)N)O)C(=O)NC(C)C(C(C)C(=O)NC(C(C)O)C(=O)NCCC5=NC(=CS5)C6=NC(=CS6)C(=O)NCCC[S+](C)C)O. Cell line: OVCAR-4. Synergy scores: CSS=-1.17, Synergy_ZIP=2.48, Synergy_Bliss=3.19, Synergy_Loewe=-4.30, Synergy_HSA=-3.44.